This data is from Peptide-MHC class I binding affinity with 185,985 pairs from IEDB/IMGT. The task is: Regression. Given a peptide amino acid sequence and an MHC pseudo amino acid sequence, predict their binding affinity value. This is MHC class I binding data. (1) The MHC is HLA-B57:01 with pseudo-sequence HLA-B57:01. The peptide sequence is KYMDNELVY. The binding affinity (normalized) is 0.0847. (2) The peptide sequence is IITGNKVKT. The MHC is HLA-A02:06 with pseudo-sequence HLA-A02:06. The binding affinity (normalized) is 0.0278. (3) The peptide sequence is RLTGREGAV. The MHC is HLA-B40:01 with pseudo-sequence HLA-B40:01. The binding affinity (normalized) is 0.0847. (4) The binding affinity (normalized) is 0. The MHC is Mamu-A01 with pseudo-sequence Mamu-A01. The peptide sequence is RGVFVLGFL. (5) The peptide sequence is RQDEVGTPF. The MHC is HLA-A02:12 with pseudo-sequence HLA-A02:12. The binding affinity (normalized) is 0.235. (6) The peptide sequence is MCSNGSLQCR. The MHC is HLA-A68:01 with pseudo-sequence HLA-A68:01. The binding affinity (normalized) is 0.135. (7) The peptide sequence is DRKLRINSL. The MHC is HLA-A23:01 with pseudo-sequence HLA-A23:01. The binding affinity (normalized) is 0.0265.